This data is from Forward reaction prediction with 1.9M reactions from USPTO patents (1976-2016). The task is: Predict the product of the given reaction. (1) The product is: [Cl:24][C:6]1[C:7]2[CH:13]=[C:12]([O:14][CH3:15])[C:11]([OH:16])=[CH:10][C:8]=2[S:9][CH:5]=1. Given the reactants COC([C:5]1[S:9][C:8]2[CH:10]=[C:11]([O:16]CC3C=CC=CC=3)[C:12]([O:14][CH3:15])=[CH:13][C:7]=2[C:6]=1[Cl:24])=O.[OH-].[Na+], predict the reaction product. (2) Given the reactants [CH3:1][C:2]1[CH:7]=[C:6]([C:8](=O)[CH2:9][CH:10]([C:18]2[CH:23]=[CH:22][C:21]([C:24]3[CH:29]=[CH:28][C:27]([C:30]([NH:32][CH2:33][CH2:34][C:35]([OH:37])=[O:36])=[O:31])=[CH:26][CH:25]=3)=[CH:20][CH:19]=2)[C:11]2[CH:16]=[CH:15][CH:14]=[CH:13][C:12]=2[CH3:17])[CH:5]=[CH:4][N:3]=1.Cl.[NH2:40][OH:41].C([O-])(O)=O.[Na+], predict the reaction product. The product is: [OH:41][N:40]=[C:8]([C:6]1[CH:5]=[CH:4][N:3]=[C:2]([CH3:1])[CH:7]=1)[CH2:9][CH:10]([C:18]1[CH:23]=[CH:22][C:21]([C:24]2[CH:25]=[CH:26][C:27]([C:30]([NH:32][CH2:33][CH2:34][C:35]([OH:37])=[O:36])=[O:31])=[CH:28][CH:29]=2)=[CH:20][CH:19]=1)[C:11]1[CH:16]=[CH:15][CH:14]=[CH:13][C:12]=1[CH3:17]. (3) Given the reactants [Br:1][C:2]1[C:3]([O:23][CH3:24])=[C:4]([C:9]([CH2:12][S:13]([C:16]2[CH:21]=[CH:20][CH:19]=[C:18](Cl)[CH:17]=2)(=[O:15])=[O:14])=[CH:10][CH:11]=1)[C:5]([O:7][CH3:8])=[O:6].BrC1C(OC)=C(C(CSC2C=CC=C(OC)C=2)=CC=1)[C:29](OC)=[O:30], predict the reaction product. The product is: [Br:1][C:2]1[C:3]([O:23][CH3:24])=[C:4]([C:9]([CH2:12][S:13]([C:16]2[CH:21]=[CH:20][CH:19]=[C:18]([O:30][CH3:29])[CH:17]=2)(=[O:15])=[O:14])=[CH:10][CH:11]=1)[C:5]([O:7][CH3:8])=[O:6].